This data is from M1 muscarinic receptor antagonist screen with 61,756 compounds. The task is: Binary Classification. Given a drug SMILES string, predict its activity (active/inactive) in a high-throughput screening assay against a specified biological target. (1) The drug is O=C1C2(C(C(CC2)(C1)C(=O)Nc1cccnc1)(C)C)C. The result is 0 (inactive). (2) The compound is O=C(NC1C(C(CCC1)C)C)Cc1nn2c(n1)nc(cc2C)C. The result is 0 (inactive). (3) The drug is O(C(C(=O)NC1CCCCC1)C)C(=O)c1occc1. The result is 0 (inactive). (4) The drug is Clc1c(S(=O)(=O)N2CCOCC2)cc(cc1)C(=O)NCc1ccncc1. The result is 0 (inactive). (5) The drug is O1CCN(CCOCCOCCN(CCOCC1)C(=O)NC(C)C)C(=O)NC(C)C. The result is 0 (inactive). (6) The drug is S(=O)(=O)(NC(=O)c1ccccc1)c1ccc(N)cc1. The result is 0 (inactive). (7) The molecule is s1c(NC(=O)c2noc(C3CC3)c2)c(c(c1C(=O)C)C)C(OCC)=O. The result is 0 (inactive). (8) The molecule is s1c2n(c(c1)C)c(=O)c(C(=O)NCCc1cc(OC)c(OC)cc1)cn2. The result is 0 (inactive). (9) The drug is O=C1N(CCC1)CCCN\C=C1\C(=O)N(C(=O)N(C1=O)C)C. The result is 0 (inactive). (10) The compound is Clc1c(NC(=O)CSc2n(nnn2)C)c(Cl)ccc1. The result is 0 (inactive).